Dataset: Full USPTO retrosynthesis dataset with 1.9M reactions from patents (1976-2016). Task: Predict the reactants needed to synthesize the given product. (1) Given the product [CH2:29]([NH:36][C:14](=[O:16])[CH2:13][CH2:12][CH2:11][N:8]1[CH2:7][CH2:6][CH:5]([NH:4][CH2:3][C@H:2]([OH:1])[C:17]2[CH:26]=[CH:25][C:24]([OH:27])=[C:23]3[C:18]=2[CH:19]=[CH:20][C:21](=[O:28])[NH:22]3)[CH2:10][CH2:9]1)[C:30]1[CH:35]=[CH:34][CH:33]=[CH:32][CH:31]=1, predict the reactants needed to synthesize it. The reactants are: [OH:1][C@H:2]([C:17]1[CH:26]=[CH:25][C:24]([OH:27])=[C:23]2[C:18]=1[CH:19]=[CH:20][C:21](=[O:28])[NH:22]2)[CH2:3][NH:4][CH:5]1[CH2:10][CH2:9][N:8]([CH2:11][CH2:12][CH2:13][C:14]([OH:16])=O)[CH2:7][CH2:6]1.[CH2:29]([NH2:36])[C:30]1[CH:35]=[CH:34][CH:33]=[CH:32][CH:31]=1.C(N(CC)CC)C.CN(C(ON1N=NC2C=CC=NC1=2)=[N+](C)C)C.F[P-](F)(F)(F)(F)F. (2) Given the product [CH2:12]([NH:11][C:8]1[CH:9]=[CH:10][C:5]2[N:6]([C:2]([C:23]3[CH:24]=[CH:25][C:20]([C:18]([NH:17][CH3:16])=[O:19])=[CH:21][CH:22]=3)=[CH:3][N:4]=2)[N:7]=1)[CH2:13][CH2:14][CH3:15], predict the reactants needed to synthesize it. The reactants are: Br[C:2]1[N:6]2[N:7]=[C:8]([NH:11][CH2:12][CH2:13][CH2:14][CH3:15])[CH:9]=[CH:10][C:5]2=[N:4][CH:3]=1.[CH3:16][NH:17][C:18]([C:20]1[CH:25]=[CH:24][C:23](B(O)O)=[CH:22][CH:21]=1)=[O:19].P([O-])([O-])([O-])=O.[K+].[K+].[K+]. (3) Given the product [CH3:1][O:2][C:3]([C:5]1[CH2:9][CH:8]([CH3:10])[CH2:7][C:6]=1[C:25]1[CH:24]=[C:23]([O:22][CH2:21][O:20][CH3:19])[CH:28]=[CH:27][C:26]=1[O:29][CH2:30][O:31][CH3:32])=[O:4], predict the reactants needed to synthesize it. The reactants are: [CH3:1][O:2][C:3]([C:5]1[CH2:9][C@@H:8]([CH3:10])[CH2:7][C:6]=1OS(C(F)(F)F)(=O)=O)=[O:4].[CH3:19][O:20][CH2:21][O:22][C:23]1[CH:28]=[CH:27][C:26]([O:29][CH2:30][O:31][CH3:32])=[CH:25][C:24]=1B(O)O.[Li+].[Cl-].C([O-])([O-])=O.[Na+].[Na+]. (4) Given the product [CH:28]1[C:29]2[CH:30]([CH2:32][O:33][C:34]([N:36]3[CH2:40][CH2:39][C@H:38]4[N:41]([S:7]([C:1]5[CH:6]=[CH:5][CH:4]=[CH:3][CH:2]=5)(=[O:9])=[O:8])[CH2:42][C@H:43]([OH:44])[C@@H:37]34)=[O:35])[C:31]3[C:23](=[CH:22][CH:21]=[CH:20][CH:19]=3)[C:24]=2[CH:25]=[CH:26][CH:27]=1, predict the reactants needed to synthesize it. The reactants are: [C:1]1([S:7](Cl)(=[O:9])=[O:8])[CH:6]=[CH:5][CH:4]=[CH:3][CH:2]=1.C(N(CC)CC)C.Cl.[CH:19]1[C:31]2[CH:30]([CH2:32][O:33][C:34]([N:36]3[CH2:40][CH2:39][C@H:38]4[NH:41][CH2:42][C@H:43]([OH:44])[C@@H:37]34)=[O:35])[C:29]3[C:24](=[CH:25][CH:26]=[CH:27][CH:28]=3)[C:23]=2[CH:22]=[CH:21][CH:20]=1. (5) Given the product [F:42][C:41]([F:44])([F:43])[C:39]([OH:45])=[O:40].[NH2:31][C@H:7]([CH:1]1[CH2:6][CH2:5][CH2:4][CH2:3][CH2:2]1)[C:8]([NH:9][C:10]1[CH:11]=[C:12]2[C:28](=[O:29])[NH:27][N:26]=[CH:25][C:14]3=[C:15]([C:19]4[CH:24]=[CH:23][CH:22]=[CH:21][CH:20]=4)[NH:16][C:17]([CH:18]=1)=[C:13]23)=[O:30], predict the reactants needed to synthesize it. The reactants are: [CH:1]1([C@@H:7]([NH:31]C(=O)OC(C)(C)C)[C:8](=[O:30])[NH:9][C:10]2[CH:11]=[C:12]3[C:28](=[O:29])[NH:27][N:26]=[CH:25][C:14]4=[C:15]([C:19]5[CH:24]=[CH:23][CH:22]=[CH:21][CH:20]=5)[NH:16][C:17]([CH:18]=2)=[C:13]34)[CH2:6][CH2:5][CH2:4][CH2:3][CH2:2]1.[C:39]([OH:45])([C:41]([F:44])([F:43])[F:42])=[O:40].C(Cl)Cl. (6) The reactants are: [CH2:1]([S:3]([C:6]1[CH:11]=[CH:10][C:9](F)=[C:8]([F:13])[CH:7]=1)(=[O:5])=[O:4])[CH3:2].[Cl:14][C:15]1[CH:20]=[CH:19][C:18]([CH2:21][C:22]([OH:24])=[O:23])=[CH:17][C:16]=1[OH:25]. Given the product [Cl:14][C:15]1[CH:20]=[CH:19][C:18]([CH2:21][C:22]([OH:24])=[O:23])=[CH:17][C:16]=1[O:25][C:9]1[CH:10]=[CH:11][C:6]([S:3]([CH2:1][CH3:2])(=[O:5])=[O:4])=[CH:7][C:8]=1[F:13], predict the reactants needed to synthesize it. (7) Given the product [CH3:1][C:2]1[CH:7]=[C:6]([CH3:8])[CH:5]=[CH:4][C:3]=1[N:9]1[CH2:14][CH2:13][N:12]([C:15]([C:17]2[CH:22]=[CH:21][C:20]([N:27]3[C@H:26]([CH2:24][CH3:25])[CH2:30][CH2:29][S:28]3(=[O:32])=[O:31])=[CH:19][CH:18]=2)=[O:16])[CH2:11][CH2:10]1, predict the reactants needed to synthesize it. The reactants are: [CH3:1][C:2]1[CH:7]=[C:6]([CH3:8])[CH:5]=[CH:4][C:3]=1[N:9]1[CH2:14][CH2:13][N:12]([C:15]([C:17]2[CH:22]=[CH:21][C:20](I)=[CH:19][CH:18]=2)=[O:16])[CH2:11][CH2:10]1.[CH2:24]([C@@H:26]1[CH2:30][CH2:29][S:28](=[O:32])(=[O:31])[NH:27]1)[CH3:25].C(=O)([O-])[O-].[K+].[K+].CNCCNC.